Dataset: NCI-60 drug combinations with 297,098 pairs across 59 cell lines. Task: Regression. Given two drug SMILES strings and cell line genomic features, predict the synergy score measuring deviation from expected non-interaction effect. (1) Drug 1: C1CCN(CC1)CCOC2=CC=C(C=C2)C(=O)C3=C(SC4=C3C=CC(=C4)O)C5=CC=C(C=C5)O. Drug 2: CC1OCC2C(O1)C(C(C(O2)OC3C4COC(=O)C4C(C5=CC6=C(C=C35)OCO6)C7=CC(=C(C(=C7)OC)O)OC)O)O. Cell line: OVCAR-8. Synergy scores: CSS=45.2, Synergy_ZIP=-1.61, Synergy_Bliss=-2.51, Synergy_Loewe=-6.26, Synergy_HSA=-1.76. (2) Drug 1: C1CCC(CC1)NC(=O)N(CCCl)N=O. Drug 2: C1C(C(OC1N2C=NC(=NC2=O)N)CO)O. Cell line: OVCAR-5. Synergy scores: CSS=17.7, Synergy_ZIP=-3.92, Synergy_Bliss=-0.790, Synergy_Loewe=-1.55, Synergy_HSA=0.370. (3) Drug 1: C1=CC(=CC=C1CCC2=CNC3=C2C(=O)NC(=N3)N)C(=O)NC(CCC(=O)O)C(=O)O. Drug 2: CS(=O)(=O)OCCCCOS(=O)(=O)C. Cell line: EKVX. Synergy scores: CSS=3.85, Synergy_ZIP=1.37, Synergy_Bliss=6.20, Synergy_Loewe=0.0224, Synergy_HSA=2.23.